Dataset: Catalyst prediction with 721,799 reactions and 888 catalyst types from USPTO. Task: Predict which catalyst facilitates the given reaction. (1) The catalyst class is: 1. Reactant: [H-].[Na+].[CH2:3]([N:5]([CH2:16][CH3:17])[C:6](=[O:15])[CH2:7][C:8]([N:10]([CH2:13][CH3:14])[CH2:11][CH3:12])=[O:9])[CH3:4].CC1C=CC(S(O[CH2:29][CH2:30][O:31][CH2:32][CH2:33][O:34][CH2:35][CH2:36][O:37][CH2:38][CH2:39][O:40][CH:41]2[CH2:46][CH2:45][CH2:44][CH2:43][O:42]2)(=O)=O)=CC=1. Product: [CH2:16]([N:5]([CH2:3][CH3:4])[C:6](=[O:15])[CH:7]([CH2:29][CH2:30][O:31][CH2:32][CH2:33][O:34][CH2:35][CH2:36][O:37][CH2:38][CH2:39][O:40][CH:41]1[CH2:46][CH2:45][CH2:44][CH2:43][O:42]1)[C:8]([N:10]([CH2:13][CH3:14])[CH2:11][CH3:12])=[O:9])[CH3:17]. (2) Reactant: CC(C)([O-])C.[K+].[F:7][C:8]1[CH:18]=[CH:17][C:11]2[NH:12][C@@H:13]([CH3:16])[CH2:14][O:15][C:10]=2[C:9]=1[F:19].C(O[CH:23]=[C:24]([C:30]([O:32][CH2:33][CH3:34])=[O:31])[C:25]([O:27][CH2:28][CH3:29])=[O:26])C. Product: [F:7][C:8]1[CH:18]=[CH:17][C:11]2[N:12]([CH:23]=[C:24]([C:25]([O:27][CH2:28][CH3:29])=[O:26])[C:30]([O:32][CH2:33][CH3:34])=[O:31])[C@@H:13]([CH3:16])[CH2:14][O:15][C:10]=2[C:9]=1[F:19]. The catalyst class is: 3. (3) Reactant: [Cl:1][C:2]1[CH:3]=[CH:4][C:5]([O:12][CH2:13][CH2:14][C:15]([N:17]2[CH2:23][CH2:22][CH2:21][O:20][CH:19]([CH2:24][C:25]3[CH:30]=[CH:29][C:28]([F:31])=[CH:27][CH:26]=3)[CH2:18]2)=O)=[C:6]([NH:8][C:9]([NH2:11])=[O:10])[CH:7]=1. Product: [Cl:1][C:2]1[CH:3]=[CH:4][C:5]([O:12][CH2:13][CH2:14][CH2:15][N:17]2[CH2:23][CH2:22][CH2:21][O:20][CH:19]([CH2:24][C:25]3[CH:26]=[CH:27][C:28]([F:31])=[CH:29][CH:30]=3)[CH2:18]2)=[C:6]([NH:8][C:9]([NH2:11])=[O:10])[CH:7]=1. The catalyst class is: 36. (4) Product: [CH3:12][C:8]([C:13]1[S:17][C:16]([NH:18][C:19](=[O:25])[CH:20]([NH:24][CH:3]([CH2:4][CH3:5])[CH2:2][CH3:1])[CH2:21][CH2:22][CH3:23])=[N:15][N:14]=1)([CH3:7])[CH2:9][CH2:10][CH3:11]. Reactant: [CH3:1][CH2:2][C:3](=O)[CH2:4][CH3:5].[CH3:7][C:8]([C:13]1[S:17][C:16]([NH:18][C:19](=[O:25])[CH:20]([NH2:24])[CH2:21][CH2:22][CH3:23])=[N:15][N:14]=1)([CH3:12])[CH2:9][CH2:10][CH3:11].C(O[BH-](OC(=O)C)OC(=O)C)(=O)C.[Na+].C(O)(=O)C.[BH3-]C#N.[Na+]. The catalyst class is: 139. (5) Product: [OH:1][C@@:2]1([C:9]#[C:10][C:11]2[CH:12]=[C:13]([C:17]3[N:18]=[C:19]([C:26]([NH2:31])=[O:28])[C:20]4[CH2:25][CH2:24][CH2:23][C:21]=4[N:22]=3)[CH:14]=[CH:15][CH:16]=2)[CH2:6][CH2:5][N:4]([CH3:7])[C:3]1=[O:8]. Reactant: [OH:1][C@@:2]1([C:9]#[C:10][C:11]2[CH:12]=[C:13]([C:17]3[N:18]=[C:19]([C:26]([O:28]CC)=O)[C:20]4[CH2:25][CH2:24][CH2:23][C:21]=4[N:22]=3)[CH:14]=[CH:15][CH:16]=2)[CH2:6][CH2:5][N:4]([CH3:7])[C:3]1=[O:8].[NH3:31]. The catalyst class is: 5. (6) Reactant: [O:1]1[C:5]([C:6]2[CH:15]=[CH:14][CH:13]=[C:12]3[C:7]=2[CH2:8][CH2:9][N:10]2[C:20](=[O:21])[CH2:19][NH:18][C:17](=O)[CH:16]=[C:11]23)=[CH:4][N:3]=[CH:2]1.O=P(Cl)(Cl)Cl.[CH:28]1([C:31]2[N:32]=[CH:33][NH:34][CH:35]=2)[CH2:30][CH2:29]1.N1C=CC=CC=1. Product: [CH:28]1([C:31]2[N:32]=[CH:33][N:34]([C:17]3[CH:16]=[C:11]4[C:12]5[C:7]([CH2:8][CH2:9][N:10]4[C:20](=[O:21])[CH2:19][N:18]=3)=[C:6]([C:5]3[O:1][CH:2]=[N:3][CH:4]=3)[CH:15]=[CH:14][CH:13]=5)[CH:35]=2)[CH2:30][CH2:29]1. The catalyst class is: 325.